Dataset: NCI-60 drug combinations with 297,098 pairs across 59 cell lines. Task: Regression. Given two drug SMILES strings and cell line genomic features, predict the synergy score measuring deviation from expected non-interaction effect. Drug 1: C1=CC(=CC=C1CC(C(=O)O)N)N(CCCl)CCCl.Cl. Drug 2: C1CC(=O)NC(=O)C1N2C(=O)C3=CC=CC=C3C2=O. Cell line: PC-3. Synergy scores: CSS=-3.82, Synergy_ZIP=-4.03, Synergy_Bliss=-5.51, Synergy_Loewe=-9.42, Synergy_HSA=-5.92.